Dataset: Reaction yield outcomes from USPTO patents with 853,638 reactions. Task: Predict the reaction yield, written as a fraction of the theoretical maximum amount of product (1.0 means a 100% yield; for example, 0.34 means a 34% yield). The reactants are CCN(C(C)C)C(C)C.[OH:10][C:11]1[CH:12]=[CH:13][CH:14]=[C:15]2[C:20]=1[O:19][C:18](=[O:21])[C:17]([C:22]([OH:24])=O)=[CH:16]2.CN(C(ON1N=NC2C=CC=NC1=2)=[N+](C)C)C.F[P-](F)(F)(F)(F)F.[CH3:49][C:50]1[C:54]([C:55]2[CH:56]=[C:57]([NH2:61])[CH:58]=[CH:59][CH:60]=2)=[C:53]([CH3:62])[O:52][N:51]=1. The catalyst is CN(C=O)C. The product is [CH3:49][C:50]1[C:54]([C:55]2[CH:56]=[C:57]([NH:61][C:22]([C:17]3[C:18](=[O:21])[O:19][C:20]4[C:15]([CH:16]=3)=[CH:14][CH:13]=[CH:12][C:11]=4[OH:10])=[O:24])[CH:58]=[CH:59][CH:60]=2)=[C:53]([CH3:62])[O:52][N:51]=1. The yield is 0.610.